Dataset: Catalyst prediction with 721,799 reactions and 888 catalyst types from USPTO. Task: Predict which catalyst facilitates the given reaction. (1) Reactant: O.O.P([O-])([O-])(O)=O.[Na+].[Na+].O.O.P([O-])(O)(O)=O.[Na+].[C:18]([NH:21][CH:22]([CH2:27][C:28]1[CH:33]=[C:32]([CH3:34])[C:31]([NH2:35])=[C:30]([Cl:36])[CH:29]=1)[C:23]([O:25][CH3:26])=[O:24])(=[O:20])[CH3:19].[OH-].[Na+].C(=O)([O-])[O-].[K+].[K+]. Product: [C:18]([NH:21][C@H:22]([CH2:27][C:28]1[CH:33]=[C:32]([CH3:34])[C:31]([NH2:35])=[C:30]([Cl:36])[CH:29]=1)[C:23]([O:25][CH3:26])=[O:24])(=[O:20])[CH3:19]. The catalyst class is: 283. (2) Reactant: [Si]([O:18][CH2:19][C:20]([C:23]1[S:24][C:25]([C:28]2[CH:29]=[C:30]([NH:34][C:35]3[N:40]=[C:39]([C:41]([F:44])([F:43])[F:42])[CH:38]=[CH:37][N:36]=3)[CH:31]=[CH:32][CH:33]=2)=[CH:26][N:27]=1)([CH3:22])[CH3:21])(C(C)(C)C)(C1C=CC=CC=1)C1C=CC=CC=1.CCCC[N+](CCCC)(CCCC)CCCC.[F-]. Product: [CH3:22][C:20]([C:23]1[S:24][C:25]([C:28]2[CH:33]=[CH:32][CH:31]=[C:30]([NH:34][C:35]3[N:40]=[C:39]([C:41]([F:44])([F:42])[F:43])[CH:38]=[CH:37][N:36]=3)[CH:29]=2)=[CH:26][N:27]=1)([CH3:21])[CH2:19][OH:18]. The catalyst class is: 1. (3) Reactant: [CH3:1][C:2]1[N:7]=[CH:6][C:5]([CH2:8][C:9]2[C:10](=[O:17])[N:11]=[C:12](C)[N:13](S)[CH:14]=2)=[CH:4][CH:3]=1.[Cl:18][C:19]1[CH:34]=[CH:33][C:22]([O:23][C:24]2[CH:29]=[CH:28][C:27]([CH2:30][CH2:31][NH2:32])=[CH:26][CH:25]=2)=[CH:21][C:20]=1[C:35]([F:38])([F:37])[F:36]. Product: [Cl:18][C:19]1[CH:34]=[CH:33][C:22]([O:23][C:24]2[CH:29]=[CH:28][C:27]([CH2:30][CH2:31][NH:32][C:12]3[NH:13][CH:14]=[C:9]([CH2:8][C:5]4[CH:6]=[N:7][C:2]([CH3:1])=[CH:3][CH:4]=4)[C:10](=[O:17])[N:11]=3)=[CH:26][CH:25]=2)=[CH:21][C:20]=1[C:35]([F:36])([F:37])[F:38]. The catalyst class is: 8. (4) Reactant: [N+:1]([C:4]1[CH:5]=[C:6]([NH2:11])[C:7]([NH2:10])=[CH:8][CH:9]=1)([O-:3])=[O:2].[Br:12][C:13]1[CH:14]=[C:15]([C:19](=O)[CH2:20][C:21](OCC)=[O:22])[CH:16]=[CH:17][CH:18]=1. Product: [Br:12][C:13]1[CH:14]=[C:15]([C:19]2[CH2:20][C:21](=[O:22])[NH:11][C:6]3[CH:5]=[C:4]([N+:1]([O-:3])=[O:2])[CH:9]=[CH:8][C:7]=3[N:10]=2)[CH:16]=[CH:17][CH:18]=1. The catalyst class is: 15. (5) Reactant: COC1C=CC(C[O:8][C:9]2[C:14]([O:15][CH3:16])=[CH:13][C:12]([C:17]3[CH:22]=[CH:21][C:20]([N:23]([CH3:55])[CH2:24][CH2:25][CH2:26][N:27]([C:29]4[CH:30]=[CH:31][C:32]([C:35]5[CH:40]=[C:39]([O:41][CH3:42])[C:38]([O:43]CC6C=CC(OC)=CC=6)=[C:37]([O:53][CH3:54])[CH:36]=5)=[N:33][CH:34]=4)[CH3:28])=[CH:19][N:18]=3)=[CH:11][C:10]=2[O:56][CH3:57])=CC=1.FC(F)(F)C(O)=O. Product: [OH:8][C:9]1[C:14]([O:15][CH3:16])=[CH:13][C:12]([C:17]2[CH:22]=[CH:21][C:20]([N:23]([CH3:55])[CH2:24][CH2:25][CH2:26][N:27]([C:29]3[CH:30]=[CH:31][C:32]([C:35]4[CH:40]=[C:39]([O:41][CH3:42])[C:38]([OH:43])=[C:37]([O:53][CH3:54])[CH:36]=4)=[N:33][CH:34]=3)[CH3:28])=[CH:19][N:18]=2)=[CH:11][C:10]=1[O:56][CH3:57]. The catalyst class is: 2. (6) Reactant: [CH3:1][C:2]1[CH:7]=[C:6]([CH3:8])[CH:5]=[C:4]([CH3:9])[C:3]=1[NH:10][C:11]([NH:13][C:14]1[C:19]([CH3:20])=[CH:18][C:17]([CH3:21])=[CH:16][C:15]=1[CH3:22])=O.C1C=CC(P(C2C=CC=CC=2)C2C=CC=CC=2)=CC=1.BrBr.CCN(CC)CC.NC(N)=O. Product: [CH3:1][C:2]1[CH:7]=[C:6]([CH3:8])[CH:5]=[C:4]([CH3:9])[C:3]=1[N:10]=[C:11]=[N:13][C:14]1[C:19]([CH3:20])=[CH:18][C:17]([CH3:21])=[CH:16][C:15]=1[CH3:22]. The catalyst class is: 366. (7) Reactant: [CH3:1][CH:2]([C:11]1[CH:12]=[C:13]2[C:18](=[CH:19][CH:20]=1)[CH:17]=[C:16]([O:21][CH2:22][C:23]#[N:24])[CH:15]=[CH:14]2)[CH2:3][NH:4][S:5]([CH:8]([CH3:10])[CH3:9])(=[O:7])=[O:6].CSC.B.C1COCC1.[OH-].[Na+]. Product: [NH2:24][CH2:23][CH2:22][O:21][C:16]1[CH:17]=[C:18]2[C:13](=[CH:14][CH:15]=1)[CH:12]=[C:11]([CH:2]([CH3:1])[CH2:3][NH:4][S:5]([CH:8]([CH3:10])[CH3:9])(=[O:7])=[O:6])[CH:20]=[CH:19]2. The catalyst class is: 5. (8) Reactant: [F:1][C:2]1[C:3]([O:25][CH2:26][CH2:27][CH2:28][N:29]([CH3:31])[CH3:30])=[CH:4][C:5]2[NH:9][C:8]([C:10]3[C:14]([N+:15]([O-])=O)=[CH:13][N:12]([CH:18]4[CH2:23][CH2:22][CH2:21][CH2:20][O:19]4)[N:11]=3)=[N:7][C:6]=2[CH:24]=1.[H][H]. Product: [CH3:31][N:29]([CH3:30])[CH2:28][CH2:27][CH2:26][O:25][C:3]1[C:2]([F:1])=[CH:24][C:6]2[N:7]=[C:8]([C:10]3[C:14]([NH2:15])=[CH:13][N:12]([CH:18]4[CH2:23][CH2:22][CH2:21][CH2:20][O:19]4)[N:11]=3)[NH:9][C:5]=2[CH:4]=1. The catalyst class is: 19. (9) Reactant: [Cl:1][C:2]1[CH:7]=[CH:6][C:5]([C@H:8]([N:17]2[CH2:20][CH:19]([C@@H:21]([C:26]3[CH:31]=[C:30]([F:32])[CH:29]=[C:28]([F:33])[CH:27]=3)[C:22](O)([CH3:24])[CH3:23])[CH2:18]2)[C:9]2[CH:10]=[C:11]([CH:14]=[CH:15][CH:16]=2)[C:12]#[N:13])=[CH:4][CH:3]=1.N1C=CC=CC=1.[FH:40].[OH-].[Na+].C([O-])(O)=O.[Na+]. Product: [Cl:1][C:2]1[CH:7]=[CH:6][C:5]([C@H:8]([N:17]2[CH2:20][CH:19]([C@@H:21]([C:26]3[CH:31]=[C:30]([F:32])[CH:29]=[C:28]([F:33])[CH:27]=3)[C:22]([F:40])([CH3:24])[CH3:23])[CH2:18]2)[C:9]2[CH:10]=[C:11]([CH:14]=[CH:15][CH:16]=2)[C:12]#[N:13])=[CH:4][CH:3]=1. The catalyst class is: 2. (10) Reactant: [S:1]1(=[O:10])(=[O:9])[CH2:5][CH2:4][CH:3]([C:6](O)=[O:7])[CH2:2]1.CN1CCOCC1.ClC(OCC)=O.[BH4-].[Na+]. Product: [S:1]1(=[O:10])(=[O:9])[CH2:5][CH2:4][CH:3]([CH2:6][OH:7])[CH2:2]1. The catalyst class is: 20.